This data is from Forward reaction prediction with 1.9M reactions from USPTO patents (1976-2016). The task is: Predict the product of the given reaction. Given the reactants C([O:4][C:5]1[C:6]([CH3:19])=[C:7]2[C:12](=[C:13]([F:16])[C:14]=1[CH3:15])[O:11][C:10]([CH3:18])([CH3:17])[CH2:9][CH2:8]2)(=O)C.C([O-])([O-])=O.[K+].[K+].O.Cl, predict the reaction product. The product is: [F:16][C:13]1[C:14]([CH3:15])=[C:5]([OH:4])[C:6]([CH3:19])=[C:7]2[C:12]=1[O:11][C:10]([CH3:17])([CH3:18])[CH2:9][CH2:8]2.